This data is from Catalyst prediction with 721,799 reactions and 888 catalyst types from USPTO. The task is: Predict which catalyst facilitates the given reaction. Reactant: [F:1][C:2]([F:28])([F:27])[C:3]1[CH:8]=[CH:7][C:6]([C:9]2[C:10]([C:15]([NH:17][C:18]3[CH:19]=[C:20]([C:24]([OH:26])=O)[N:21]([CH3:23])[CH:22]=3)=[O:16])=[CH:11][CH:12]=[CH:13][CH:14]=2)=[CH:5][CH:4]=1.[CH:29]1[C:38]2[C:33](=[CH:34][CH:35]=[CH:36][CH:37]=2)[CH:32]=[CH:31][C:30]=1[C@@H:39]([NH2:41])[CH3:40].CN(C(ON1N=NC2C=CC=CC1=2)=[N+](C)C)C.[B-](F)(F)(F)F.C(N(CC)CC)C. Product: [CH:29]1[C:38]2[C:33](=[CH:34][CH:35]=[CH:36][CH:37]=2)[CH:32]=[CH:31][C:30]=1[C@@H:39]([NH:41][C:24]([C:20]1[N:21]([CH3:23])[CH:22]=[C:18]([NH:17][C:15]([C:10]2[C:9]([C:6]3[CH:7]=[CH:8][C:3]([C:2]([F:28])([F:1])[F:27])=[CH:4][CH:5]=3)=[CH:14][CH:13]=[CH:12][CH:11]=2)=[O:16])[CH:19]=1)=[O:26])[CH3:40]. The catalyst class is: 7.